Dataset: NCI-60 drug combinations with 297,098 pairs across 59 cell lines. Task: Regression. Given two drug SMILES strings and cell line genomic features, predict the synergy score measuring deviation from expected non-interaction effect. (1) Drug 1: C1CC(=O)NC(=O)C1N2CC3=C(C2=O)C=CC=C3N. Drug 2: C1CN(CCN1C(=O)CCBr)C(=O)CCBr. Cell line: A549. Synergy scores: CSS=22.4, Synergy_ZIP=-11.2, Synergy_Bliss=-1.34, Synergy_Loewe=-11.0, Synergy_HSA=1.01. (2) Drug 1: C1CC(=O)NC(=O)C1N2C(=O)C3=CC=CC=C3C2=O. Drug 2: CC1C(C(CC(O1)OC2CC(CC3=C2C(=C4C(=C3O)C(=O)C5=C(C4=O)C(=CC=C5)OC)O)(C(=O)CO)O)N)O.Cl. Cell line: SK-MEL-28. Synergy scores: CSS=44.7, Synergy_ZIP=1.75, Synergy_Bliss=2.20, Synergy_Loewe=-35.7, Synergy_HSA=2.02. (3) Cell line: SK-OV-3. Drug 1: CC1C(C(=O)NC(C(=O)N2CCCC2C(=O)N(CC(=O)N(C(C(=O)O1)C(C)C)C)C)C(C)C)NC(=O)C3=C4C(=C(C=C3)C)OC5=C(C(=O)C(=C(C5=N4)C(=O)NC6C(OC(=O)C(N(C(=O)CN(C(=O)C7CCCN7C(=O)C(NC6=O)C(C)C)C)C)C(C)C)C)N)C. Synergy scores: CSS=4.81, Synergy_ZIP=-2.92, Synergy_Bliss=0.853, Synergy_Loewe=-1.47, Synergy_HSA=-1.18. Drug 2: C1=CC=C(C=C1)NC(=O)CCCCCCC(=O)NO. (4) Drug 1: CN(C)C1=NC(=NC(=N1)N(C)C)N(C)C. Drug 2: CC(C)CN1C=NC2=C1C3=CC=CC=C3N=C2N. Cell line: OVCAR3. Synergy scores: CSS=8.52, Synergy_ZIP=3.65, Synergy_Bliss=10.8, Synergy_Loewe=5.37, Synergy_HSA=7.02. (5) Drug 1: CCCS(=O)(=O)NC1=C(C(=C(C=C1)F)C(=O)C2=CNC3=C2C=C(C=N3)C4=CC=C(C=C4)Cl)F. Drug 2: C1CC(=O)NC(=O)C1N2CC3=C(C2=O)C=CC=C3N. Cell line: SR. Synergy scores: CSS=16.2, Synergy_ZIP=-8.64, Synergy_Bliss=-8.09, Synergy_Loewe=-5.47, Synergy_HSA=-5.26. (6) Drug 1: CC(C1=C(C=CC(=C1Cl)F)Cl)OC2=C(N=CC(=C2)C3=CN(N=C3)C4CCNCC4)N. Drug 2: CCC1=C2CN3C(=CC4=C(C3=O)COC(=O)C4(CC)O)C2=NC5=C1C=C(C=C5)O. Cell line: IGROV1. Synergy scores: CSS=29.3, Synergy_ZIP=-4.23, Synergy_Bliss=-1.38, Synergy_Loewe=-18.3, Synergy_HSA=-1.04. (7) Drug 1: CNC(=O)C1=CC=CC=C1SC2=CC3=C(C=C2)C(=NN3)C=CC4=CC=CC=N4. Drug 2: CCCCC(=O)OCC(=O)C1(CC(C2=C(C1)C(=C3C(=C2O)C(=O)C4=C(C3=O)C=CC=C4OC)O)OC5CC(C(C(O5)C)O)NC(=O)C(F)(F)F)O. Cell line: RXF 393. Synergy scores: CSS=6.15, Synergy_ZIP=-1.04, Synergy_Bliss=2.67, Synergy_Loewe=2.66, Synergy_HSA=3.28. (8) Drug 1: C1=NC2=C(N=C(N=C2N1C3C(C(C(O3)CO)O)O)F)N. Drug 2: CC(C)NC(=O)C1=CC=C(C=C1)CNNC.Cl. Cell line: COLO 205. Synergy scores: CSS=24.1, Synergy_ZIP=-8.12, Synergy_Bliss=-3.12, Synergy_Loewe=-14.4, Synergy_HSA=-5.83. (9) Drug 1: CN(C)N=NC1=C(NC=N1)C(=O)N. Drug 2: C1=NC2=C(N1)C(=S)N=CN2. Cell line: BT-549. Synergy scores: CSS=-10.7, Synergy_ZIP=-8.51, Synergy_Bliss=-24.4, Synergy_Loewe=-54.7, Synergy_HSA=-25.6.